From a dataset of Catalyst prediction with 721,799 reactions and 888 catalyst types from USPTO. Predict which catalyst facilitates the given reaction. (1) Reactant: C(OC(=O)[NH:7][CH2:8][C:9](=[O:38])[NH:10][CH2:11][C:12]1[CH:17]=[CH:16][C:15]([CH2:18][N:19]2[CH2:23][C:22](=[O:24])[N:21](CC3C=CC(OC)=CC=3OC)[S:20]2(=[O:37])=[O:36])=[CH:14][CH:13]=1)(C)(C)C.C(O)(C(F)(F)F)=O. Product: [NH2:7][CH2:8][C:9]([NH:10][CH2:11][C:12]1[CH:17]=[CH:16][C:15]([CH2:18][N:19]2[CH2:23][C:22](=[O:24])[NH:21][S:20]2(=[O:36])=[O:37])=[CH:14][CH:13]=1)=[O:38]. The catalyst class is: 2. (2) Reactant: Br[C:2]1[CH:3]=[N:4][CH:5]=[CH:6][CH:7]=1.C([Mg]Cl)(C)C.[Br:13][C:14]1[CH:15]=[CH:16][C:17]([F:22])=[C:18]([CH:21]=1)[CH:19]=[O:20]. Product: [Br:13][C:14]1[CH:15]=[CH:16][C:17]([F:22])=[C:18]([CH:19]([C:2]2[CH:3]=[N:4][CH:5]=[CH:6][CH:7]=2)[OH:20])[CH:21]=1. The catalyst class is: 1. (3) Reactant: [F:1][C:2]([F:7])([F:6])[C:3]([OH:5])=[O:4].C(OC(=O)[NH:14][CH:15]1[CH2:20][CH2:19][N:18]([C:21]2[S:22][CH:23]=[CH:24][N:25]=2)[CH2:17][CH2:16]1)(C)(C)C.C(O)C. Product: [F:1][C:2]([F:7])([F:6])[C:3]([OH:5])=[O:4].[S:22]1[CH:23]=[CH:24][N:25]=[C:21]1[N:18]1[CH2:19][CH2:20][CH:15]([NH2:14])[CH2:16][CH2:17]1. The catalyst class is: 2. (4) Reactant: [C:1]([O:5][C:6]([N:8]1[CH2:13][CH2:12][N:11]([C:14]2[N:22]([CH2:23][C:24]#[C:25][CH3:26])[C:21]3[C:20](=[O:27])[N:19]([CH2:28][O:29][C:30](=[O:35])[C:31]([CH3:34])([CH3:33])[CH3:32])[C:18](=[O:36])[NH:17][C:16]=3[N:15]=2)[CH2:10][CH2:9]1)=[O:7])([CH3:4])([CH3:3])[CH3:2].C(=O)([O-])[O-].[K+].[K+].Br[CH2:44][CH2:45][O:46][CH2:47][CH3:48]. Product: [C:1]([O:5][C:6]([N:8]1[CH2:13][CH2:12][N:11]([C:14]2[N:22]([CH2:23][C:24]#[C:25][CH3:26])[C:21]3[C:20](=[O:27])[N:19]([CH2:28][O:29][C:30](=[O:35])[C:31]([CH3:34])([CH3:33])[CH3:32])[C:18](=[O:36])[N:17]([CH2:44][CH2:45][O:46][CH2:47][CH3:48])[C:16]=3[N:15]=2)[CH2:10][CH2:9]1)=[O:7])([CH3:2])([CH3:4])[CH3:3]. The catalyst class is: 42. (5) Reactant: [F:1][C:2]1[CH:21]=[C:20]([I:22])[CH:19]=[CH:18][C:3]=1[NH:4][C:5]1[C:6]([C:13]([O:15]CC)=[O:14])=[CH:7][N:8]([CH3:12])[C:9](=[O:11])[CH:10]=1.[OH-].[Na+]. Product: [F:1][C:2]1[CH:21]=[C:20]([I:22])[CH:19]=[CH:18][C:3]=1[NH:4][C:5]1[C:6]([C:13]([OH:15])=[O:14])=[CH:7][N:8]([CH3:12])[C:9](=[O:11])[CH:10]=1. The catalyst class is: 811. (6) Reactant: [CH3:1][C:2]1[CH:7]=[CH:6][C:5]([SH:8])=[CH:4][CH:3]=1.P([O-])([O-])([O-])=O.[K+].[K+].[K+].CN(C)CC(O)=O.C[O:25][C:26](=[O:47])[C:27]1[CH:32]=[C:31]([S:33](=[O:45])(=[O:44])[NH:34][CH2:35][CH2:36][C:37]2[CH:42]=[CH:41][C:40](I)=[CH:39][CH:38]=2)[CH:30]=[CH:29][C:28]=1[CH3:46]. Product: [CH3:46][C:28]1[CH:29]=[CH:30][C:31]([S:33](=[O:45])(=[O:44])[NH:34][CH2:35][CH2:36][C:37]2[CH:42]=[CH:41][C:40]([S:8][C:5]3[CH:6]=[CH:7][C:2]([CH3:1])=[CH:3][CH:4]=3)=[CH:39][CH:38]=2)=[CH:32][C:27]=1[C:26]([OH:25])=[O:47]. The catalyst class is: 42. (7) Reactant: [CH3:1][C@@H:2]1[NH:7][CH2:6][C:5]2[C:8]([C:11]3[S:12][CH:13]=[CH:14][CH:15]=3)=[N:9][NH:10][C:4]=2[CH2:3]1.[Cl:16][C:17]1[CH:18]=[C:19]([NH:23][C:24](=O)[O:25]C2C=CC=CC=2)[CH:20]=[CH:21][CH:22]=1. Product: [Cl:16][C:17]1[CH:18]=[C:19]([NH:23][C:24]([N:7]2[C@@H:2]([CH3:1])[CH2:3][C:4]3[NH:10][N:9]=[C:8]([C:11]4[S:12][CH:13]=[CH:14][CH:15]=4)[C:5]=3[CH2:6]2)=[O:25])[CH:20]=[CH:21][CH:22]=1. The catalyst class is: 2. (8) Reactant: [CH2:1]([Li])CCC.Br[C:7]1[CH:11]=[CH:10][S:9][CH:8]=1.[B:12]([O:21]C(C)C)(OC(C)C)[O:13]C(C)C.Cl. Product: [CH:8]1[S:9][CH:10]=[CH:11][C:7]=1[CH2:1][B:12]([OH:21])[OH:13]. The catalyst class is: 1.